This data is from Reaction yield outcomes from USPTO patents with 853,638 reactions. The task is: Predict the reaction yield, written as a fraction of the theoretical maximum amount of product (1.0 means a 100% yield; for example, 0.34 means a 34% yield). (1) The reactants are [C:1]1([S:7]([N:10]2[C:14]3[CH:15]=[N:16][C:17]([C:32]#[N:33])=[C:18]([O:19][CH:20]4[CH2:25][CH2:24][N:23]([CH2:26][CH2:27][S:28]([CH3:31])(=[O:30])=[O:29])[CH2:22][CH2:21]4)[C:13]=3[C:12]3[CH:34]=[C:35](Br)[CH:36]=[N:37][C:11]2=3)(=[O:9])=[O:8])[CH:6]=[CH:5][CH:4]=[CH:3][CH:2]=1.C(N(CC)CC)C. The catalyst is [Pd].ClCCl. The product is [C:1]1([S:7]([N:10]2[C:14]3[CH:15]=[N:16][C:17]([C:32]#[N:33])=[C:18]([O:19][CH:20]4[CH2:21][CH2:22][N:23]([CH2:26][CH2:27][S:28]([CH3:31])(=[O:30])=[O:29])[CH2:24][CH2:25]4)[C:13]=3[C:12]3[CH:34]=[CH:35][CH:36]=[N:37][C:11]2=3)(=[O:9])=[O:8])[CH:2]=[CH:3][CH:4]=[CH:5][CH:6]=1. The yield is 0.650. (2) The reactants are [CH:1]([C:3]1[CH:4]=[C:5]([CH:9]=[CH:10][CH:11]=1)[C:6]([OH:8])=O)=[O:2].C(N(CC)CC)C.ON1C2C=CC=CC=2N=N1.Cl.C(N=C=NCCCN(C)C)C.Cl.[CH:42]1([C:45]([N:47]2[CH2:52][CH2:51][NH:50][CH2:49][CH2:48]2)=[O:46])[CH2:44][CH2:43]1. The catalyst is ClCCl. The product is [CH:42]1([C:45]([N:47]2[CH2:52][CH2:51][N:50]([C:6]([C:5]3[CH:4]=[C:3]([CH:11]=[CH:10][CH:9]=3)[CH:1]=[O:2])=[O:8])[CH2:49][CH2:48]2)=[O:46])[CH2:43][CH2:44]1. The yield is 0.940. (3) The reactants are [CH2:1]([N:3]1[CH2:8][CH2:7][N:6]2[N:9]=[C:10]([NH:12][C:13]3[C:14](=[O:29])[N:15]([CH3:28])[CH:16]=[C:17](B4OC(C)(C)C(C)(C)O4)[CH:18]=3)[CH:11]=[C:5]2[CH2:4]1)[CH3:2].Cl[C:31]1[C:36]([CH:37]=[O:38])=[C:35]([N:39]2[CH2:51][CH2:50][C:49]3[N:48]4[C:43]([CH2:44][CH2:45][CH2:46][CH2:47]4)=[CH:42][C:41]=3[C:40]2=[O:52])[N:34]=[CH:33][CH:32]=1.[O-]P([O-])([O-])=O.[K+].[K+].[K+].C([O-])(=O)C.[Na+]. The catalyst is C1C=CC(P(C2C=CC=CC=2)[C-]2C=CC=C2)=CC=1.C1C=CC(P(C2C=CC=CC=2)[C-]2C=CC=C2)=CC=1.Cl[Pd]Cl.[Fe+2].O.C(#N)C. The product is [CH2:1]([N:3]1[CH2:8][CH2:7][N:6]2[N:9]=[C:10]([NH:12][C:13]3[C:14](=[O:29])[N:15]([CH3:28])[CH:16]=[C:17]([C:31]4[C:36]([CH:37]=[O:38])=[C:35]([N:39]5[CH2:51][CH2:50][C:49]6[N:48]7[C:43]([CH2:44][CH2:45][CH2:46][CH2:47]7)=[CH:42][C:41]=6[C:40]5=[O:52])[N:34]=[CH:33][CH:32]=4)[CH:18]=3)[CH:11]=[C:5]2[CH2:4]1)[CH3:2]. The yield is 0.560. (4) The catalyst is CO.O. The reactants are C([O:3][C:4](=O)[CH2:5][C:6]([C@H:8]1[CH2:13][CH2:12][N:11]([C:14]([O:16][CH3:17])=[O:15])[C@@H:10]([C:18]2[CH:23]=[C:22]([F:24])[C:21]([F:25])=[CH:20][C:19]=2[F:26])[CH2:9]1)=[O:7])C.[OH-].[Na+].[NH2:30]O.Cl. The yield is 0.590. The product is [O:3]=[C:4]1[CH:5]=[C:6]([C@@H:8]2[CH2:13][CH2:12][N:11]([C:14]([O:16][CH3:17])=[O:15])[C@@H:10]([C:18]3[CH:23]=[C:22]([F:24])[C:21]([F:25])=[CH:20][C:19]=3[F:26])[CH2:9]2)[O:7][NH:30]1. (5) The reactants are [CH3:1][CH2:2][C:3]1[CH:4]=[CH:5][C:6]([C:9]([CH:11]([CH2:13][N:14]2[CH2:19][CH2:18][CH2:17][CH2:16][CH2:15]2)[CH3:12])=[O:10])=[CH:7][CH:8]=1.[CH3:20][S:21]([OH:24])(=[O:23])=[O:22]. The catalyst is O1CCCC1. The product is [CH3:1][CH2:2][C:3]1[CH:8]=[CH:7][C:6]([C:9]([CH:11]([CH2:13][N:14]2[CH2:19][CH2:18][CH2:17][CH2:16][CH2:15]2)[CH3:12])=[O:10])=[CH:5][CH:4]=1.[S:21]([O-:24])(=[O:23])(=[O:22])[CH3:20]. The yield is 0.760. (6) The reactants are [N+:1]([CH2:4][CH2:5][CH:6]=[CH:7][CH2:8][CH:9]=[CH:10][CH2:11][CH2:12][CH2:13][CH2:14][CH2:15][CH2:16][CH2:17][C:18]([O:20]C)=[O:19])([O-:3])=[O:2].[CH:22](=O)[CH2:23][CH3:24]. No catalyst specified. The product is [N+:1](/[C:4](=[CH:22]/[CH2:23][CH3:24])/[CH2:5]/[CH:6]=[CH:7]\[CH2:8]/[CH:9]=[CH:10]/[CH2:11][CH2:12][CH2:13][CH2:14][CH2:15][CH2:16][CH2:17][C:18]([OH:20])=[O:19])([O-:3])=[O:2]. The yield is 0.496. (7) The yield is 0.420. The product is [Cl:1][C:2]1[N:10]=[CH:9][N:8]=[C:7]2[C:3]=1[N:4]=[CH:5][N:6]2[C@H:11]1[C@@H:15]2[O:16][C:17]([CH3:20])([CH3:19])[O:18][C@@H:14]2[C@@H:13]([CH2:21][CH2:22][S:23]([NH2:27])(=[O:25])=[O:24])[O:12]1. The catalyst is CN(C)C=O.CO. The reactants are [Cl:1][C:2]1[N:10]=[CH:9][N:8]=[C:7]2[C:3]=1[N:4]=[CH:5][N:6]2[C@H:11]1[C@@H:15]2[O:16][C:17]([CH3:20])([CH3:19])[O:18][C@@H:14]2[C@@H:13]([CH2:21][CH2:22][S:23](Cl)(=[O:25])=[O:24])[O:12]1.[NH3:27]. (8) The reactants are Cl[C:2]1[N:7]=[CH:6][C:5]([O:8][C:9]2[CH:10]=[C:11]([N:15]3[CH2:20][CH2:19][N:18]([CH3:21])[CH2:17][CH2:16]3)[CH:12]=[CH:13][CH:14]=2)=[CH:4][CH:3]=1.[F:22][C:23]1[CH:29]=[CH:28][C:26]([NH2:27])=[CH:25][C:24]=1[O:30][CH3:31].C1(P(C2C=CC=CC=2)C2C3OC4C(=CC=CC=4P(C4C=CC=CC=4)C4C=CC=CC=4)C(C)(C)C=3C=CC=2)C=CC=CC=1.C(=O)([O-])[O-].[Cs+].[Cs+]. The catalyst is O1CCOCC1.C(OCC)(=O)C. The product is [F:22][C:23]1[CH:29]=[CH:28][C:26]([NH:27][C:2]2[CH:3]=[CH:4][C:5]([O:8][C:9]3[CH:14]=[CH:13][CH:12]=[C:11]([N:15]4[CH2:20][CH2:19][N:18]([CH3:21])[CH2:17][CH2:16]4)[CH:10]=3)=[CH:6][N:7]=2)=[CH:25][C:24]=1[O:30][CH3:31]. The yield is 0.240. (9) The reactants are [N+:1]([C:4]1[CH:9]=[CH:8][C:7]([C:10](=[O:12])[CH3:11])=[CH:6][CH:5]=1)([O-])=O.[NH4+].[Cl-]. The catalyst is C(O)C.O.[Fe]. The product is [NH2:1][C:4]1[CH:9]=[CH:8][C:7]([C:10](=[O:12])[CH3:11])=[CH:6][CH:5]=1. The yield is 0.600.